Task: Predict the product of the given reaction.. Dataset: Forward reaction prediction with 1.9M reactions from USPTO patents (1976-2016) (1) Given the reactants Br[CH2:2][C:3]([C:5]1[CH:10]=[CH:9][C:8]([S:11]([CH3:14])(=[O:13])=[O:12])=[C:7]([F:15])[CH:6]=1)=O.[Br:16][C:17]1[CH:22]=[CH:21][C:20]([CH2:23][C:24]([OH:26])=[O:25])=[CH:19][CH:18]=1, predict the reaction product. The product is: [Br:16][C:17]1[CH:18]=[CH:19][C:20]([C:23]2[C:24](=[O:26])[O:25][CH2:2][C:3]=2[C:5]2[CH:10]=[CH:9][C:8]([S:11]([CH3:14])(=[O:13])=[O:12])=[C:7]([F:15])[CH:6]=2)=[CH:21][CH:22]=1. (2) Given the reactants C([O-])=O.[NH4+].Cl[C:6]1[NH:7][C:8]([CH3:16])=[CH:9][C:10]=1[C:11]([O:13][CH2:14][CH3:15])=[O:12], predict the reaction product. The product is: [CH3:16][C:8]1[NH:7][CH:6]=[C:10]([C:11]([O:13][CH2:14][CH3:15])=[O:12])[CH:9]=1. (3) Given the reactants [Cl:1][C:2]1[NH:3][C:4]([CH:11]=[O:12])=[C:5]([CH3:10])[C:6]=1[C:7]([OH:9])=O.[N:13]1([CH2:18][CH2:19][NH2:20])[CH2:17][CH2:16][CH2:15][CH2:14]1.F[P-](F)(F)(F)(F)F.N1(O[P+](N(C)C)(N(C)C)N(C)C)C2C=CC=CC=2N=N1.CCN(C(C)C)C(C)C, predict the reaction product. The product is: [Cl:1][C:2]1[NH:3][C:4]([CH:11]=[O:12])=[C:5]([CH3:10])[C:6]=1[C:7]([NH:20][CH2:19][CH2:18][N:13]1[CH2:17][CH2:16][CH2:15][CH2:14]1)=[O:9]. (4) Given the reactants Cl[C:2]1[CH:7]=[CH:6][N:5]2[C:8]([C:11]3[CH:16]=[CH:15][CH:14]=[CH:13][CH:12]=3)=[CH:9][N:10]=[C:4]2[C:3]=1[C:17]#[N:18].C([O-])([O-])=O.[K+].[K+].C1([CH:31]([B-](F)(F)F)[N:32]2[CH2:37][CH2:36][CH2:35][CH2:34][CH2:33]2)C=CC=CC=1.[K+], predict the reaction product. The product is: [C:11]1([C:8]2[N:5]3[CH:6]=[CH:7][C:2]([CH2:31][N:32]4[CH2:33][CH2:34][CH:35]([C:11]5[CH:16]=[CH:15][CH:14]=[CH:13][CH:12]=5)[CH2:36][CH2:37]4)=[C:3]([C:17]#[N:18])[C:4]3=[N:10][CH:9]=2)[CH:16]=[CH:15][CH:14]=[CH:13][CH:12]=1. (5) Given the reactants C([O:8][C:9]1[C:14]([CH2:15][N:16]2[CH2:25][CH2:24][C:23]3[C:18](=[C:19]([Cl:30])[C:20]([C:27]([CH3:29])=[CH2:28])=[CH:21][C:22]=3[Cl:26])[C:17]2=[O:31])=[C:13]([CH3:32])[CH:12]=[C:11]([CH3:33])[N:10]=1)C1C=CC=CC=1, predict the reaction product. The product is: [Cl:26][C:22]1[CH:21]=[C:20]([CH:27]([CH3:29])[CH3:28])[C:19]([Cl:30])=[C:18]2[C:23]=1[CH2:24][CH2:25][N:16]([CH2:15][C:14]1[C:9](=[O:8])[NH:10][C:11]([CH3:33])=[CH:12][C:13]=1[CH3:32])[C:17]2=[O:31].